From a dataset of Peptide-MHC class I binding affinity with 185,985 pairs from IEDB/IMGT. Regression. Given a peptide amino acid sequence and an MHC pseudo amino acid sequence, predict their binding affinity value. This is MHC class I binding data. (1) The peptide sequence is RTSFFLWVI. The MHC is HLA-A24:02 with pseudo-sequence HLA-A24:02. The binding affinity (normalized) is 0.739. (2) The peptide sequence is YLAWVPAHK. The MHC is HLA-A31:01 with pseudo-sequence HLA-A31:01. The binding affinity (normalized) is 0.465.